From a dataset of Full USPTO retrosynthesis dataset with 1.9M reactions from patents (1976-2016). Predict the reactants needed to synthesize the given product. (1) Given the product [NH2:22][C@H:17]([CH2:18][CH:19]([CH3:21])[CH3:20])[C:16]([NH:15][C:11]1[CH:12]=[CH:13][C:14]2[C:2]3[C:3](=[CH:4][N:5]=[CH:6][CH:1]=3)[CH2:7][O:8][C:9]=2[CH:10]=1)=[O:30], predict the reactants needed to synthesize it. The reactants are: [CH:1]1[CH:6]=[N:5][CH:4]=[C:3]2[CH2:7][O:8][C:9]3[CH:10]=[C:11]([NH:15][C:16](=[O:30])[C@H:17]([NH:22]C(=O)OC(C)(C)C)[CH2:18][CH:19]([CH3:21])[CH3:20])[CH:12]=[CH:13][C:14]=3[C:2]=12.C(O)(C(F)(F)F)=O. (2) Given the product [CH3:27][O:26][C:14]1[C:15]2[N:16]([CH3:25])[C:17]3[C:22](=[CH:21][C:20]([NH:29][C:30](=[O:38])[CH2:31][CH3:32])=[CH:19][CH:18]=3)[C:23]=2[C:11]([C:9]([NH2:8])=[O:10])=[CH:12][CH:13]=1, predict the reactants needed to synthesize it. The reactants are: ClC1C=NC=C(Cl)C=1[NH:8][C:9]([C:11]1[C:23]2[C:22]3[C:17](=[CH:18][CH:19]=[C:20](N)[CH:21]=3)[N:16]([CH3:25])[C:15]=2[C:14]([O:26][CH3:27])=[CH:13][CH:12]=1)=[O:10].[N:29]1C=C[CH:32]=[CH:31][CH:30]=1.C(Cl)(=[O:38])CC. (3) The reactants are: Cl[S:2]([C:5]1[CH:6]=[C:7]([N+:13]([O-:15])=[O:14])[CH:8]=[C:9]([CH3:12])[C:10]=1[F:11])(=[O:4])=[O:3].[OH-].[NH4+:17]. Given the product [NH2:17][S:2]([C:5]1[CH:6]=[C:7]([N+:13]([O-:15])=[O:14])[CH:8]=[C:9]([CH3:12])[C:10]=1[F:11])(=[O:4])=[O:3], predict the reactants needed to synthesize it.